From a dataset of Reaction yield outcomes from USPTO patents with 853,638 reactions. Predict the reaction yield, written as a fraction of the theoretical maximum amount of product (1.0 means a 100% yield; for example, 0.34 means a 34% yield). (1) The reactants are C(OC([N:8](C(OC(C)(C)C)=O)[C:9]1[N:10]=[CH:11][C:12]([C:24]2[CH2:25][CH2:26][N:27](C(OC(C)(C)C)=O)[CH2:28][CH:29]=2)=[N:13][C:14]=1[C:15]1[N:23]=[C:18]2[CH:19]=[CH:20][CH:21]=[CH:22][N:17]2[N:16]=1)=O)(C)(C)C.C(O)(C(F)(F)F)=O. The catalyst is C(Cl)Cl. The product is [N:23]1[C:15]([C:14]2[C:9]([NH2:8])=[N:10][CH:11]=[C:12]([C:24]3[CH2:25][CH2:26][NH:27][CH2:28][CH:29]=3)[N:13]=2)=[N:16][N:17]2[CH:22]=[CH:21][CH:20]=[CH:19][C:18]=12. The yield is 1.00. (2) The reactants are [H][H].[CH3:3][O:4][C:5](=[O:17])[C:6]1[CH:11]=[CH:10][C:9]([CH2:12][N:13]=[N+]=[N-])=[C:8]([F:16])[CH:7]=1. The catalyst is CO. The product is [CH3:3][O:4][C:5](=[O:17])[C:6]1[CH:11]=[CH:10][C:9]([CH2:12][NH2:13])=[C:8]([F:16])[CH:7]=1. The yield is 0.830. (3) The reactants are Br[CH2:2][C:3]([O:5][CH3:6])=[O:4].[CH2:7]([NH:10][CH:11](O)C)[CH2:8][CH3:9].CCN(CC)CC.O. The catalyst is C1(C)C=CC=CC=1. The product is [CH2:7]([N:10]1[CH2:11][CH2:6][O:5][C:3](=[O:4])[CH2:2]1)[CH2:8][CH3:9]. The yield is 0.810. (4) The reactants are [Cl:1][C:2]1[CH:19]=[CH:18][C:17]([Cl:20])=[CH:16][C:3]=1[CH2:4][N:5]1[CH2:10][CH2:9][NH:8][C:7]2[N:11]=[CH:12][C:13](I)=[CH:14][C:6]1=2.[CH3:21][N:22]1[CH2:27][CH2:26][N:25]([C:28]2[CH:33]=[CH:32][C:31](B3OC(C)(C)C(C)(C)O3)=[CH:30][N:29]=2)[CH2:24][CH2:23]1. No catalyst specified. The product is [Cl:1][C:2]1[CH:19]=[CH:18][C:17]([Cl:20])=[CH:16][C:3]=1[CH2:4][N:5]1[CH2:10][CH2:9][NH:8][C:7]2[N:11]=[CH:12][C:13]([C:31]3[CH:30]=[N:29][C:28]([N:25]4[CH2:24][CH2:23][N:22]([CH3:21])[CH2:27][CH2:26]4)=[CH:33][CH:32]=3)=[CH:14][C:6]1=2. The yield is 0.500. (5) The reactants are [N:1]1([CH2:6][CH2:7][O:8][C:9]2[CH:10]=[C:11]3[C:16](=[CH:17][CH:18]=2)[CH:15]=[C:14]([C:19]2[C:27]4[C:22](=[CH:23][CH:24]=[C:25]([C:28]#[N:29])[CH:26]=4)[N:21](C4CCCCO4)[N:20]=2)[CH:13]=[CH:12]3)[CH2:5][CH2:4][CH2:3][CH2:2]1. The catalyst is Cl. The product is [N:1]1([CH2:6][CH2:7][O:8][C:9]2[CH:10]=[C:11]3[C:16](=[CH:17][CH:18]=2)[CH:15]=[C:14]([C:19]2[C:27]4[C:22](=[CH:23][CH:24]=[C:25]([C:28]#[N:29])[CH:26]=4)[NH:21][N:20]=2)[CH:13]=[CH:12]3)[CH2:2][CH2:3][CH2:4][CH2:5]1. The yield is 0.00720. (6) The reactants are [Cl:1][C:2]1[CH:7]=[CH:6][C:5]([NH2:8])=[C:4]([O:9][CH3:10])[CH:3]=1.[I:11]I. The catalyst is C(O)C.S([O-])([O-])(=O)=O.[Ag+2]. The product is [Cl:1][C:2]1[CH:3]=[C:4]([O:9][CH3:10])[C:5]([NH2:8])=[C:6]([I:11])[CH:7]=1. The yield is 0.150. (7) The reactants are [Cl:1][C:2]1[CH:3]=[C:4]([S:8][C:9]2[N:10]=[N:11][C:12]([O:15][CH3:16])=[CH:13][CH:14]=2)[CH:5]=[CH:6][CH:7]=1.ClC1C=CC=C(C(OO)=[O:25])C=1.C(Cl)(Cl)Cl.[OH2:32]. The catalyst is S([O-])([O-])(=O)=S.[Na+].[Na+]. The product is [Cl:1][C:2]1[CH:3]=[C:4]([S:8]([C:9]2[N:10]=[N:11][C:12]([O:15][CH3:16])=[CH:13][CH:14]=2)(=[O:25])=[O:32])[CH:5]=[CH:6][CH:7]=1. The yield is 0.290. (8) The reactants are C[Si]([C:5]#[C:6][C:7]1[CH:12]=[CH:11][N:10]=[C:9]([NH:13][C:14](=[O:16])[CH3:15])[CH:8]=1)(C)C.CCCC[N+](CCCC)(CCCC)CCCC.[F-]. The catalyst is C1COCC1. The product is [C:6]([C:7]1[CH:12]=[CH:11][N:10]=[C:9]([NH:13][C:14](=[O:16])[CH3:15])[CH:8]=1)#[CH:5]. The yield is 1.00.